Dataset: NCI-60 drug combinations with 297,098 pairs across 59 cell lines. Task: Regression. Given two drug SMILES strings and cell line genomic features, predict the synergy score measuring deviation from expected non-interaction effect. Drug 1: CC1=CC=C(C=C1)C2=CC(=NN2C3=CC=C(C=C3)S(=O)(=O)N)C(F)(F)F. Drug 2: CC1C(C(CC(O1)OC2CC(CC3=C2C(=C4C(=C3O)C(=O)C5=C(C4=O)C(=CC=C5)OC)O)(C(=O)CO)O)N)O.Cl. Cell line: EKVX. Synergy scores: CSS=6.96, Synergy_ZIP=-1.38, Synergy_Bliss=-0.362, Synergy_Loewe=-15.5, Synergy_HSA=-0.932.